This data is from Full USPTO retrosynthesis dataset with 1.9M reactions from patents (1976-2016). The task is: Predict the reactants needed to synthesize the given product. (1) Given the product [CH2:1]([O:3][C:4]([C:6]1[C:10]([Br:11])=[C:9]([Br:12])[N:8]([CH3:13])[C:7]=1[CH2:14][N:21]([C:22]([O:24][C:25]([CH3:26])([CH3:28])[CH3:27])=[O:23])[CH2:20][C:19]([O:18][CH2:16][CH3:17])=[O:29])=[O:5])[CH3:2], predict the reactants needed to synthesize it. The reactants are: [CH2:1]([O:3][C:4]([C:6]1[C:10]([Br:11])=[C:9]([Br:12])[N:8]([CH3:13])[C:7]=1[CH2:14]Br)=[O:5])[CH3:2].[CH2:16]([O:18][C:19](=[O:29])[CH2:20][NH:21][C:22]([O:24][C:25]([CH3:28])([CH3:27])[CH3:26])=[O:23])[CH3:17]. (2) Given the product [CH2:27]([O:29][C:30](=[O:52])[CH2:31][N:32]1[C:40]2[C:35](=[CH:36][CH:37]=[CH:38][CH:39]=2)[C:34]([C:41]2[CH:42]=[C:43]3[C:47](=[CH:48][C:49]=2[OH:50])[CH2:46][CH2:45][CH2:44]3)([CH2:5][OH:16])[C:33]1=[O:51])[CH3:28], predict the reactants needed to synthesize it. The reactants are: BrC1C=CC=C2C=1C(C1C(O)=CC3OCOC=3C=1)[C:5](=[O:16])N2CCCCC.[CH2:27]([O:29][C:30](=[O:52])[CH2:31][N:32]1[C:40]2[C:35](=[CH:36][CH:37]=[CH:38][CH:39]=2)[CH:34]([C:41]2[CH:42]=[C:43]3[C:47](=[CH:48][C:49]=2[OH:50])[CH2:46][CH2:45][CH2:44]3)[C:33]1=[O:51])[CH3:28]. (3) Given the product [CH:27]1([C:24]2[CH:25]=[CH:26][C:21]([O:20][CH:17]3[CH2:18][CH2:19][N:15]([C:12]4[CH:13]=[CH:14][C:9]([OH:8])=[C:10]([CH2:31][CH3:32])[CH:11]=4)[C:16]3=[O:30])=[CH:22][CH:23]=2)[CH2:29][CH2:28]1, predict the reactants needed to synthesize it. The reactants are: [Si]([O:8][C:9]1[CH:14]=[CH:13][C:12]([N:15]2[CH2:19][CH2:18][CH:17]([O:20][C:21]3[CH:26]=[CH:25][C:24]([CH:27]4[CH2:29][CH2:28]4)=[CH:23][CH:22]=3)[C:16]2=[O:30])=[CH:11][C:10]=1[CH2:31][CH3:32])(C(C)(C)C)(C)C.Cl. (4) Given the product [F:10][C:9]([F:12])([F:11])[C:7]1[CH:6]=[C:5]([NH:13][C:14]([NH:38][CH:33]([CH3:32])[C:34]([CH3:37])([CH3:36])[CH3:35])=[C:15]([S:18]([C:21]2[CH:26]=[CH:25][C:24]([Cl:27])=[CH:23][CH:22]=2)(=[O:19])=[O:20])[C:16]#[N:17])[CH:4]=[C:3]([C:2]([F:31])([F:1])[F:30])[CH:8]=1, predict the reactants needed to synthesize it. The reactants are: [F:1][C:2]([F:31])([F:30])[C:3]1[CH:4]=[C:5]([NH:13][C:14](SC)=[C:15]([S:18]([C:21]2[CH:26]=[CH:25][C:24]([Cl:27])=[CH:23][CH:22]=2)(=[O:20])=[O:19])[C:16]#[N:17])[CH:6]=[C:7]([C:9]([F:12])([F:11])[F:10])[CH:8]=1.[CH3:32][CH:33]([NH2:38])[C:34]([CH3:37])([CH3:36])[CH3:35]. (5) Given the product [CH2:25]([O:27][C:28](=[O:32])[C:29]([NH:17][C:3]1[C:2]([F:1])=[CH:7][N:6]=[C:5]([O:8][CH2:9][C:10]2[CH:11]=[CH:12][C:13]([F:16])=[CH:14][CH:15]=2)[N:4]=1)=[O:30])[CH3:26], predict the reactants needed to synthesize it. The reactants are: [F:1][C:2]1[C:3]([NH2:17])=[N:4][C:5]([O:8][CH2:9][C:10]2[CH:15]=[CH:14][C:13]([F:16])=[CH:12][CH:11]=2)=[N:6][CH:7]=1.CN1CCOCC1.[CH2:25]([O:27][C:28](=[O:32])[C:29](Cl)=[O:30])[CH3:26]. (6) Given the product [Br:1][C:2]1[CH:3]=[C:8]2[C:9](=[CH:10][CH:11]=1)[C:32](=[O:33])[N:6]([CH2:13][CH2:14][N:19]1[CH2:20][CH2:21][CH2:22][C@H:18]1[CH3:17])[CH2:7]2, predict the reactants needed to synthesize it. The reactants are: [Br:1][C:2]1[CH:11]=[CH:10][CH:9]=[C:8]2[C:3]=1CC[N:6]([CH2:13][CH:14]=O)[C:7]2=O.Cl.[CH3:17][C@@H:18]1[CH2:22][CH2:21][CH2:20][NH:19]1.C(N(C(C)C)CC)(C)C.[CH3:32][OH:33].